From a dataset of Peptide-MHC class I binding affinity with 185,985 pairs from IEDB/IMGT. Regression. Given a peptide amino acid sequence and an MHC pseudo amino acid sequence, predict their binding affinity value. This is MHC class I binding data. (1) The peptide sequence is QTVDFTDCR. The MHC is HLA-A68:02 with pseudo-sequence HLA-A68:02. The binding affinity (normalized) is 0.243. (2) The peptide sequence is GEQVDLGPVL. The MHC is HLA-B44:03 with pseudo-sequence HLA-B44:03. The binding affinity (normalized) is 0.0129. (3) The peptide sequence is KDGTLFYCY. The MHC is HLA-A68:02 with pseudo-sequence HLA-A68:02. The binding affinity (normalized) is 0.0847. (4) The peptide sequence is FQPQNGQFM. The MHC is H-2-Kb with pseudo-sequence H-2-Kb. The binding affinity (normalized) is 0.0258. (5) The binding affinity (normalized) is 0.0847. The peptide sequence is PLYRLSPKK. The MHC is HLA-A26:01 with pseudo-sequence HLA-A26:01. (6) The peptide sequence is KQLPPLAAW. The MHC is HLA-B27:03 with pseudo-sequence HLA-B27:03. The binding affinity (normalized) is 0.0847. (7) The peptide sequence is EEQQSMLAL. The MHC is HLA-B40:01 with pseudo-sequence HLA-B40:01. The binding affinity (normalized) is 0.797. (8) The peptide sequence is MPAIFFSIV. The MHC is HLA-C04:01 with pseudo-sequence HLA-C04:01. The binding affinity (normalized) is 0.213.